Dataset: Full USPTO retrosynthesis dataset with 1.9M reactions from patents (1976-2016). Task: Predict the reactants needed to synthesize the given product. (1) Given the product [CH:10]12[S:12][CH:6]([CH2:7][CH2:8][CH2:9]1)[CH2:5][CH:4]([CH:3]=[O:2])[CH2:11]2, predict the reactants needed to synthesize it. The reactants are: C[O:2][CH:3]=[C:4]1[CH2:11][CH:10]2[S:12][CH:6]([CH2:7][CH2:8][CH2:9]2)[CH2:5]1.O.Cl.C(OCC)(=O)C. (2) Given the product [CH:1]([C:4]1[CH:9]=[CH:8][CH:7]=[CH:6][C:5]=1[N:10]1[C:40]([CH3:41])([OH:42])[CH2:39][S:12]/[C:11]/1=[N:13]/[N:14]=[CH:15]\[C:16]1[CH:17]=[CH:18][C:19]([C:22]2[N:26]=[CH:25][N:24]([C:27]3[CH:28]=[CH:29][C:30]([O:33][C:34]([F:37])([F:35])[F:36])=[CH:31][CH:32]=3)[N:23]=2)=[CH:20][CH:21]=1)([CH3:3])[CH3:2], predict the reactants needed to synthesize it. The reactants are: [CH:1]([C:4]1[CH:9]=[CH:8][CH:7]=[CH:6][C:5]=1[NH:10][C:11]([NH:13]/[N:14]=[CH:15]/[C:16]1[CH:21]=[CH:20][C:19]([C:22]2[N:26]=[CH:25][N:24]([C:27]3[CH:32]=[CH:31][C:30]([O:33][C:34]([F:37])([F:36])[F:35])=[CH:29][CH:28]=3)[N:23]=2)=[CH:18][CH:17]=1)=[S:12])([CH3:3])[CH3:2].Cl[CH2:39][C:40](=[O:42])[CH3:41].C(N(CC)CC)C.O. (3) Given the product [CH2:26]([N:10]1[C:9]2[N:8]=[C:7]([CH2:6][C:5]3[CH:4]=[CH:3][C:2]([NH:1][S:35]([CH:33]([CH3:34])[CH3:32])(=[O:37])=[O:36])=[CH:31][CH:30]=3)[NH:15][C:14]=2[C:13](=[O:16])[N:12]([CH2:17][C:18]2[CH:23]=[CH:22][CH:21]=[CH:20][C:19]=2[F:24])[C:11]1=[O:25])[CH2:27][CH2:28][CH3:29], predict the reactants needed to synthesize it. The reactants are: [NH2:1][C:2]1[CH:31]=[CH:30][C:5]([CH2:6][C:7]2[NH:15][C:14]3[C:13](=[O:16])[N:12]([CH2:17][C:18]4[CH:23]=[CH:22][CH:21]=[CH:20][C:19]=4[F:24])[C:11](=[O:25])[N:10]([CH2:26][CH2:27][CH2:28][CH3:29])[C:9]=3[N:8]=2)=[CH:4][CH:3]=1.[CH3:32][CH:33]([S:35](Cl)(=[O:37])=[O:36])[CH3:34]. (4) Given the product [C:1]([O:5][C:6](=[O:24])[N:7]([CH2:11][CH2:12][CH2:13][N:14]1[C:18]([NH2:19])=[C:17]([C:20](=[O:22])[NH2:21])[N:16]=[C:15]1[SH:45]([CH:28]([CH3:29])[CH3:27])[C:37]1[NH:36][C:40]2[CH:41]=[CH:42][CH:43]=[CH:44][C:39]=2[N:38]=1)[CH:8]([CH3:10])[CH3:9])([CH3:4])([CH3:3])[CH3:2], predict the reactants needed to synthesize it. The reactants are: [C:1]([O:5][C:6](=[O:24])[N:7]([CH2:11][CH2:12][CH2:13][N:14]1[C:18]([NH2:19])=[C:17]([C:20](=[O:22])[NH2:21])[N:16]=[C:15]1Br)[CH:8]([CH3:10])[CH3:9])([CH3:4])([CH3:3])[CH3:2].[Li+].[Br-].[CH3:27][C:28](C)([O-])[CH3:29].[K+].C([N:36]1[C:40]2[CH:41]=[CH:42][CH:43]=[CH:44][C:39]=2[N:38]=[C:37]1[SH:45])(C)C. (5) Given the product [Br:1][C:2]1[CH:7]=[CH:6][C:5]2[C:8]3([CH2:29][O:28][C:4]=2[CH:3]=1)[C:16]1[C:11](=[CH:12][CH:13]=[CH:14][CH:15]=1)[N:10]([CH2:17][C:18]1[O:19][C:20]([C:23]([F:26])([F:25])[F:24])=[CH:21][CH:22]=1)[C:9]3=[O:27], predict the reactants needed to synthesize it. The reactants are: [Br:1][C:2]1[CH:7]=[CH:6][C:5]([CH:8]2[C:16]3[C:11](=[CH:12][CH:13]=[CH:14][CH:15]=3)[N:10]([CH2:17][C:18]3[O:19][C:20]([C:23]([F:26])([F:25])[F:24])=[CH:21][CH:22]=3)[C:9]2=[O:27])=[C:4]([OH:28])[CH:3]=1.[C:29]1(C(C2C=CC=CC=2)N2C3C(=CC=CC=3)C(C3C=C(C)C(OC)=CC=3O)C2=O)C=CC=CC=1. (6) Given the product [Cl:17][C:12]1[CH:13]=[CH:14][CH:15]=[CH:16][C:11]=1[CH2:10][C@@H:9]([NH:8][C:6](=[O:7])[O:5][C:1]([CH3:2])([CH3:3])[CH3:4])[C:18]([N:55]1[CH2:56][CH2:57][CH:52]([N:43]2[N:42]=[C:41]([C:35]3[CH:36]=[CH:37][C:38]([O:39][CH3:40])=[C:33]([O:32][CH3:31])[CH:34]=3)[C@@H:50]3[C@@H:45]([CH2:46][CH2:47][CH2:48][CH2:49]3)[C:44]2=[O:51])[CH2:53][CH2:54]1)=[O:20], predict the reactants needed to synthesize it. The reactants are: [C:1]([O:5][C:6]([NH:8][C@@H:9]([C:18]([OH:20])=O)[CH2:10][C:11]1[CH:16]=[CH:15][CH:14]=[CH:13][C:12]=1[Cl:17])=[O:7])([CH3:4])([CH3:3])[CH3:2].CCN(C(C)C)C(C)C.Cl.[CH3:31][O:32][C:33]1[CH:34]=[C:35]([C:41]2[C@@H:50]3[C@@H:45]([CH2:46][CH2:47][CH2:48][CH2:49]3)[C:44](=[O:51])[N:43]([CH:52]3[CH2:57][CH2:56][NH:55][CH2:54][CH2:53]3)[N:42]=2)[CH:36]=[CH:37][C:38]=1[O:39][CH3:40].CN(C(ON1N=NC2C=CC=CC1=2)=[N+](C)C)C.F[P-](F)(F)(F)(F)F.C(=O)(O)[O-].[Na+]. (7) Given the product [CH3:8][N:3]1[C:4]([CH3:7])=[CH:5][N:6]=[C:2]1[S:1][C:26]1[CH:25]=[CH:24][C:20]2[N:21]=[CH:22][N:23]=[C:18]([NH:9][C:10]3[CH:15]=[N:14][C:13]([CH3:16])=[CH:12][N:11]=3)[C:19]=2[N:27]=1, predict the reactants needed to synthesize it. The reactants are: [SH:1][C:2]1[N:3]([CH3:8])[C:4]([CH3:7])=[CH:5][N:6]=1.[NH2:9][C:10]1[CH:15]=[N:14][C:13]([CH3:16])=[CH:12][N:11]=1.Cl[C:18]1[C:19]2[N:27]=[C:26](Cl)[CH:25]=[CH:24][C:20]=2[N:21]=[CH:22][N:23]=1.